This data is from Reaction yield outcomes from USPTO patents with 853,638 reactions. The task is: Predict the reaction yield, written as a fraction of the theoretical maximum amount of product (1.0 means a 100% yield; for example, 0.34 means a 34% yield). (1) The reactants are [CH2:1]([N:3]([CH2:37][CH3:38])[CH2:4][CH2:5][CH2:6][NH:7][C:8]1[N:9]=[C:10]([C:27]2[CH:28]=[C:29]([CH:33]=[CH:34][C:35]=2[CH3:36])[C:30](O)=[O:31])[C:11]2[CH:17]=[CH:16][C:15](=[O:18])[N:14]([C:19]3[C:24]([F:25])=[CH:23][CH:22]=[CH:21][C:20]=3[F:26])[C:12]=2[N:13]=1)[CH3:2].CN(C(ON1N=NC2C=CC=CC1=2)=[N+](C)C)C.F[P-](F)(F)(F)(F)F.C(N(CC)CC)C.[C:70]1([C@H:76]([NH2:78])[CH3:77])[CH:75]=[CH:74][CH:73]=[CH:72][CH:71]=1. The catalyst is CN(C=O)C. The product is [CH2:37]([N:3]([CH2:1][CH3:2])[CH2:4][CH2:5][CH2:6][NH:7][C:8]1[N:9]=[C:10]([C:27]2[CH:28]=[C:29]([CH:33]=[CH:34][C:35]=2[CH3:36])[C:30]([NH:78][C@@H:76]([C:70]2[CH:75]=[CH:74][CH:73]=[CH:72][CH:71]=2)[CH3:77])=[O:31])[C:11]2[CH:17]=[CH:16][C:15](=[O:18])[N:14]([C:19]3[C:24]([F:25])=[CH:23][CH:22]=[CH:21][C:20]=3[F:26])[C:12]=2[N:13]=1)[CH3:38]. The yield is 0.450. (2) The reactants are Br[C:2]1[S:6][C:5]([CH2:7][O:8][C:9]2[C:10]([F:19])=[C:11]([C:15]([F:18])=[CH:16][CH:17]=2)[C:12]([NH2:14])=[O:13])=[N:4][C:3]=1[C:20]1[CH:25]=[CH:24][C:23]([O:26][CH3:27])=[CH:22][CH:21]=1.[C:28]([Cu])#[N:29].Cl. The catalyst is N1C=CC=CC=1. The product is [C:28]([C:2]1[S:6][C:5]([CH2:7][O:8][C:9]2[C:10]([F:19])=[C:11]([C:15]([F:18])=[CH:16][CH:17]=2)[C:12]([NH2:14])=[O:13])=[N:4][C:3]=1[C:20]1[CH:25]=[CH:24][C:23]([O:26][CH3:27])=[CH:22][CH:21]=1)#[N:29]. The yield is 0.110. (3) The reactants are Br[C:2]1[C:3]([F:19])=[CH:4][C:5]2[O:11][CH2:10][CH2:9][N:8]3[CH:12]=[C:13]([C:15]([NH2:17])=[O:16])[N:14]=[C:7]3[C:6]=2[CH:18]=1.[CH3:20][N:21]1[CH:25]=[CH:24][N:23]=[C:22]1[C:26]([OH:30])([C:28]#[CH:29])[CH3:27]. No catalyst specified. The product is [F:19][C:3]1[C:2]([C:29]#[C:28][C:26]([OH:30])([C:22]2[N:21]([CH3:20])[CH:25]=[CH:24][N:23]=2)[CH3:27])=[CH:18][C:6]2[C:7]3[N:8]([CH:12]=[C:13]([C:15]([NH2:17])=[O:16])[N:14]=3)[CH2:9][CH2:10][O:11][C:5]=2[CH:4]=1. The yield is 0.160. (4) The reactants are [CH3:1][O:2][C:3]1[CH:4]=[C:5]([N:11]2[CH2:20][C:19]3[C:14](=[N:15][C:16](S(C)=O)=[N:17][CH:18]=3)[NH:13][C:12]2=[O:24])[CH:6]=[C:7]([O:9][CH3:10])[CH:8]=1.[N:25]1[CH:30]=[CH:29][C:28]([CH2:31][NH:32][CH2:33][CH2:34][NH2:35])=[CH:27][CH:26]=1. No catalyst specified. The product is [CH3:1][O:2][C:3]1[CH:4]=[C:5]([N:11]2[CH2:20][C:19]3[C:14](=[N:15][C:16]([NH:35][CH2:34][CH2:33][NH:32][CH2:31][C:28]4[CH:27]=[CH:26][N:25]=[CH:30][CH:29]=4)=[N:17][CH:18]=3)[NH:13][C:12]2=[O:24])[CH:6]=[C:7]([O:9][CH3:10])[CH:8]=1. The yield is 0.130. (5) The reactants are [F:1][C:2]1[CH:7]=[C:6]([F:8])[CH:5]=[CH:4][C:3]=1[C:9]1([C:12]([F:21])([F:20])[C:13]2[N:18]=[CH:17][C:16]([OH:19])=[CH:15][CH:14]=2)[CH2:11][O:10]1.F[C:23]1[CH:30]=[CH:29][C:26]([C:27]#[N:28])=[CH:25][N:24]=1.C([O-])([O-])=O.[Cs+].[Cs+].N#N. The catalyst is CS(C)=O. The product is [F:1][C:2]1[CH:7]=[C:6]([F:8])[CH:5]=[CH:4][C:3]=1[C:9]1([C:12]([F:20])([F:21])[C:13]2[N:18]=[CH:17][C:16]([O:19][C:23]3[CH:30]=[CH:29][C:26]([C:27]#[N:28])=[CH:25][N:24]=3)=[CH:15][CH:14]=2)[CH2:11][O:10]1. The yield is 0.990. (6) The reactants are [O:1]1[CH2:6][CH2:5][CH2:4][O:3][CH:2]1[CH2:7][CH2:8][CH:9]([CH:11]1[CH2:16][CH:15]2[CH2:17][CH:12]1[CH:13]=[CH:14]2)[OH:10].[C:18](OC(=O)C)(=[O:20])[CH3:19].C(Cl)Cl.C(N(CC)CC)C. The catalyst is CN(C)C1C=CN=CC=1.O. The product is [C:18]([O:10][CH:9]([CH:11]1[CH2:16][CH:15]2[CH2:17][CH:12]1[CH:13]=[CH:14]2)[CH2:8][CH2:7][CH:2]1[O:3][CH2:4][CH2:5][CH2:6][O:1]1)(=[O:20])[CH3:19]. The yield is 0.960. (7) The reactants are [NH2:1][C:2]1[S:3][C:4]2[C:10]([C:11]3[CH:16]=[CH:15][CH:14]=[CH:13][CH:12]=3)=[CH:9][C:8]([O:17][CH3:18])=[CH:7][C:5]=2[N:6]=1.C(N(CC)CC)C.[CH3:26][C:27]1[S:31][C:30]([C:32](Cl)=[O:33])=[CH:29][CH:28]=1.[OH-].[Na+]. The catalyst is ClCCl. The product is [CH3:18][O:17][C:8]1[CH:9]=[C:10]([C:11]2[CH:16]=[CH:15][CH:14]=[CH:13][CH:12]=2)[C:4]2[S:3][C:2]([NH:1][C:32]([C:30]3[S:31][C:27]([CH3:26])=[CH:28][CH:29]=3)=[O:33])=[N:6][C:5]=2[CH:7]=1. The yield is 0.0500. (8) The reactants are [F:1][C:2]1[CH:3]=[C:4]([C:27]2[C:28]([C:33]#[N:34])=[CH:29][CH:30]=[CH:31][CH:32]=2)[CH:5]=[CH:6][C:7]=1[CH2:8][C:9]1[C:14](=[O:15])[N:13]([C:16]2[CH:21]=[CH:20][C:19]([OH:22])=[CH:18][CH:17]=2)[C:12]([CH3:23])=[N:11][C:10]=1[CH2:24][CH2:25][CH3:26].Br[C:36]([CH3:42])([CH3:41])[C:37]([O:39][CH3:40])=[O:38].C(=O)([O-])[O-].[Cs+].[Cs+].C(OCC)(=O)C. The catalyst is CN(C)C=O.O. The product is [C:33]([C:28]1[CH:29]=[CH:30][CH:31]=[CH:32][C:27]=1[C:4]1[CH:5]=[CH:6][C:7]([CH2:8][C:9]2[C:14](=[O:15])[N:13]([C:16]3[CH:21]=[CH:20][C:19]([O:22][C:36]([CH3:42])([CH3:41])[C:37]([O:39][CH3:40])=[O:38])=[CH:18][CH:17]=3)[C:12]([CH3:23])=[N:11][C:10]=2[CH2:24][CH2:25][CH3:26])=[C:2]([F:1])[CH:3]=1)#[N:34]. The yield is 0.960. (9) The reactants are [CH3:1][C:2]1[O:3][C:4]([CH3:10])=[C:5]([C:7]([OH:9])=O)[N:6]=1.[NH2:11][C@H:12]([CH3:28])[CH2:13][N:14]1[CH:18]=[CH:17][C:16]([C:19]2[CH:26]=[CH:25][C:22]([C:23]#[N:24])=[C:21]([Cl:27])[CH:20]=2)=[N:15]1. No catalyst specified. The product is [Cl:27][C:21]1[CH:20]=[C:19]([C:16]2[CH:17]=[CH:18][N:14]([CH2:13][C@H:12]([NH:11][C:7]([C:5]3[N:6]=[C:2]([CH3:1])[O:3][C:4]=3[CH3:10])=[O:9])[CH3:28])[N:15]=2)[CH:26]=[CH:25][C:22]=1[C:23]#[N:24]. The yield is 0.547. (10) The reactants are [CH:1](/[S:9](Cl)(=[O:11])=[O:10])=[CH:2]\[C:3]1[CH:8]=[CH:7][CH:6]=[CH:5][CH:4]=1.[S:13]([NH2:23])(=[O:22])([C:15]1[CH:20]=[CH:19][C:18]([NH2:21])=[CH:17][CH:16]=1)=[O:14]. No catalyst specified. The product is [CH:1](/[S:9]([NH:21][C:18]1[CH:19]=[CH:20][C:15]([S:13](=[O:22])(=[O:14])[NH2:23])=[CH:16][CH:17]=1)(=[O:11])=[O:10])=[CH:2]\[C:3]1[CH:8]=[CH:7][CH:6]=[CH:5][CH:4]=1. The yield is 0.800.